Dataset: Reaction yield outcomes from USPTO patents with 853,638 reactions. Task: Predict the reaction yield, written as a fraction of the theoretical maximum amount of product (1.0 means a 100% yield; for example, 0.34 means a 34% yield). (1) The reactants are [C:1]([N:9]=[C:10]=[S:11])(=[O:8])[C:2]1[CH:7]=[CH:6][CH:5]=[CH:4][CH:3]=1.[S:12]1([C:23]2[C:18](=[CH:19][CH:20]=[CH:21][CH:22]=2)[C:16](=[O:17])[NH:15]1)(=[O:14])=[O:13].O. The product is [NH2:9][C:10]([NH2:15])=[S:11].[C:1]([N:15]1[C:16](=[O:17])[C:18]2[C:23](=[CH:22][CH:21]=[CH:20][CH:19]=2)[S:12]1(=[O:13])=[O:14])(=[O:8])[C:2]1[CH:7]=[CH:6][CH:5]=[CH:4][CH:3]=1. The yield is 0.370. The catalyst is ClCCl.CC(C)=O. (2) The reactants are [C:1]([O:5][C:6](=[O:15])[NH:7][C@@H:8]1[CH2:13][C@@H:12]([CH3:14])[CH2:11][NH:10][CH2:9]1)([CH3:4])([CH3:3])[CH3:2].C([O-])(O)=O.[Na+].Cl[C:22]([O:24][CH2:25][C:26]1[CH:31]=[CH:30][CH:29]=[CH:28][CH:27]=1)=[O:23]. The catalyst is O1CCOCC1.O. The product is [CH2:25]([O:24][C:22]([N:10]1[CH2:11][C@H:12]([CH3:14])[CH2:13][C@@H:8]([NH:7][C:6]([O:5][C:1]([CH3:4])([CH3:2])[CH3:3])=[O:15])[CH2:9]1)=[O:23])[C:26]1[CH:31]=[CH:30][CH:29]=[CH:28][CH:27]=1. The yield is 0.760. (3) The reactants are [C:1]1([S:7]([N:10]2[CH:14]=[CH:13][CH:12]=[CH:11]2)(=[O:9])=[O:8])[CH:6]=[CH:5][CH:4]=[CH:3][CH:2]=1.[C:15]1([CH3:24])[CH:20]=[CH:19][C:18]([C:21](Cl)=[O:22])=[CH:17][CH:16]=1. The catalyst is C(Cl)Cl. The product is [C:1]1([S:7]([N:10]2[CH:11]=[CH:12][CH:13]=[C:14]2[C:21]([C:18]2[CH:19]=[CH:20][C:15]([CH3:24])=[CH:16][CH:17]=2)=[O:22])(=[O:9])=[O:8])[CH:2]=[CH:3][CH:4]=[CH:5][CH:6]=1. The yield is 0.710.